Dataset: Reaction yield outcomes from USPTO patents with 853,638 reactions. Task: Predict the reaction yield, written as a fraction of the theoretical maximum amount of product (1.0 means a 100% yield; for example, 0.34 means a 34% yield). (1) The reactants are Br[C:2]1[C:3]([CH3:22])=[C:4]([CH3:21])[C:5]2[O:9][C:8]([CH3:11])([CH3:10])[CH:7]([C:12]3[CH:17]=[CH:16][C:15]([CH3:18])=[CH:14][CH:13]=3)[C:6]=2[C:19]=1[CH3:20].[C:23]1([C@H:29]([NH2:31])[CH3:30])[CH:28]=[CH:27][CH:26]=[CH:25][CH:24]=1.[Na].Cl. The yield is 0.955. The product is [C:23]1([C@H:29]([NH:31][C:2]2[C:3]([CH3:22])=[C:4]([CH3:21])[C:5]3[O:9][C:8]([CH3:11])([CH3:10])[CH:7]([C:12]4[CH:17]=[CH:16][C:15]([CH3:18])=[CH:14][CH:13]=4)[C:6]=3[C:19]=2[CH3:20])[CH3:30])[CH:28]=[CH:27][CH:26]=[CH:25][CH:24]=1. The catalyst is C([O-])(=O)C.[Pd+2].C([O-])(=O)C.C1(C)C=CC=CC=1. (2) The reactants are [Br:1][C:2]1[CH:8]=[C:7]([F:9])[CH:6]=[C:5]([F:10])[C:3]=1N.N(OCCC(C)C)=O.[CH3:19][S:20]SC. No catalyst specified. The product is [Br:1][C:2]1[CH:8]=[C:7]([F:9])[CH:6]=[C:5]([F:10])[C:3]=1[S:20][CH3:19]. The yield is 0.660.